Dataset: Reaction yield outcomes from USPTO patents with 853,638 reactions. Task: Predict the reaction yield, written as a fraction of the theoretical maximum amount of product (1.0 means a 100% yield; for example, 0.34 means a 34% yield). (1) The reactants are [CH2:1]([O:3][C:4]1[CH:5]=[C:6]([CH:9]=[CH:10][C:11]=1[O:12]COCCOC)[CH:7]=O)[CH3:2].[CH3:19][O:20][C:21]1[CH:22]=[C:23]([CH:27]=[CH:28][C:29]=1[O:30][CH3:31])[CH2:24][C:25]#[N:26]. No catalyst specified. The product is [CH3:19][O:20][C:21]1[CH:22]=[C:23](/[C:24](=[CH:7]/[C:6]2[CH:9]=[CH:10][C:11]([OH:12])=[C:4]([O:3][CH2:1][CH3:2])[CH:5]=2)/[C:25]#[N:26])[CH:27]=[CH:28][C:29]=1[O:30][CH3:31]. The yield is 0.370. (2) The reactants are Cl[C:2]1[C:11]([N+:12]([O-:14])=[O:13])=[CH:10][C:5]([C:6]([O:8][CH3:9])=[O:7])=[CH:4][N:3]=1.[NH:15]1[CH2:20][CH2:19][S:18][CH2:17][CH:16]1[C:21]([O:23][CH2:24][CH3:25])=[O:22]. The catalyst is ClCCl. The product is [CH3:9][O:8][C:6]([C:5]1[CH:10]=[C:11]([N+:12]([O-:14])=[O:13])[C:2]([N:15]2[CH2:20][CH2:19][S:18][CH2:17][CH:16]2[C:21]([O:23][CH2:24][CH3:25])=[O:22])=[N:3][CH:4]=1)=[O:7]. The yield is 0.950. (3) The reactants are CO[C:3]1[CH:4]=[C:5]2[C:10](=[CH:11][C:12]=1OC)N=CC=C2O[C:3]1[CH:12]=[CH:11][C:10](N)=[CH:5][CH:4]=1.[Cl:23]C(Cl)(OC(=O)OC(Cl)(Cl)Cl)Cl.[CH3:35][O:36][C:37]1[CH:38]=[C:39]2[C:44](=[CH:45][C:46]=1[O:47][CH3:48])[N:43]=[CH:42][CH:41]=[C:40]2[O:49][C:50]1[CH:55]=[CH:54][C:53]([NH:56][C:57]([NH:59][CH:60]2[CH2:65][CH2:64][NH:63][CH2:62][CH2:61]2)=[O:58])=[CH:52][CH:51]=1.C(=O)([O-])O.[Na+]. The catalyst is C(N(CC)CC)C.C(Cl)(Cl)Cl. The product is [Cl:23][C:12]1[CH:11]=[CH:10][CH:5]=[CH:4][C:3]=1[CH2:62][N:63]1[CH2:64][CH2:65][CH:60]([NH:59][C:57]([NH:56][C:53]2[CH:54]=[CH:55][C:50]([O:49][C:40]3[C:39]4[C:44](=[CH:45][C:46]([O:47][CH3:48])=[C:37]([O:36][CH3:35])[CH:38]=4)[N:43]=[CH:42][CH:41]=3)=[CH:51][CH:52]=2)=[O:58])[CH2:61]1. The yield is 0.420. (4) The reactants are CN(C(ON1N=NC2C=CC=NC1=2)=[N+](C)C)C.F[P-](F)(F)(F)(F)F.[CH3:25][O:26][C:27]1[CH:32]=[CH:31][C:30]([C:33]2[CH:38]=[CH:37][C:36]([C:39]([OH:41])=O)=[C:35]([N+:42]([O-:44])=[O:43])[CH:34]=2)=[CH:29][CH:28]=1.Cl.[NH2:46][C@H:47]([C:52]([O:54][CH3:55])=[O:53])[CH2:48][CH2:49][CH2:50][CH3:51].C(NC(C)C)(C)C. The catalyst is CN(C=O)C.C(OCC)(=O)C. The product is [CH3:25][O:26][C:27]1[CH:28]=[CH:29][C:30]([C:33]2[CH:38]=[CH:37][C:36]([C:39]([NH:46][C@H:47]([C:52]([O:54][CH3:55])=[O:53])[CH2:48][CH2:49][CH2:50][CH3:51])=[O:41])=[C:35]([N+:42]([O-:44])=[O:43])[CH:34]=2)=[CH:31][CH:32]=1. The yield is 0.860. (5) The reactants are [CH3:1][C:2]1[CH:7]=[CH:6][C:5]([S:8]([N-:11]Cl)(=[O:10])=[O:9])=[CH:4][CH:3]=1.O.O.O.[Na+].[CH3:17][S:18][C:19]1[CH:24]=[CH:23][C:22]([N+:25]([O-:27])=[O:26])=[CH:21][CH:20]=1. The catalyst is C(#N)C.C(OCC)(=O)C. The product is [CH3:17][S:18]([C:19]1[CH:20]=[CH:21][C:22]([N+:25]([O-:27])=[O:26])=[CH:23][CH:24]=1)=[N:11][S:8]([C:5]1[CH:6]=[CH:7][C:2]([CH3:1])=[CH:3][CH:4]=1)(=[O:10])=[O:9]. The yield is 0.220. (6) The reactants are Cl[C:2]1[CH:7]=[CH:6][C:5]([S:8]([C:11]2([C:25]3[CH:30]=[C:29]([F:31])[CH:28]=[CH:27][C:26]=3[F:32])[CH2:16][CH2:15][CH:14]([NH:17][S:18]([C:21]([F:24])([F:23])[F:22])(=[O:20])=[O:19])[CH2:13][CH2:12]2)(=[O:10])=[O:9])=[CH:4][CH:3]=1. The catalyst is [Pd]. The product is [C:5]1([S:8]([C:11]2([C:25]3[CH:30]=[C:29]([F:31])[CH:28]=[CH:27][C:26]=3[F:32])[CH2:12][CH2:13][CH:14]([NH:17][S:18]([C:21]([F:23])([F:24])[F:22])(=[O:20])=[O:19])[CH2:15][CH2:16]2)(=[O:9])=[O:10])[CH:4]=[CH:3][CH:2]=[CH:7][CH:6]=1. The yield is 0.990. (7) The reactants are N[CH2:2][CH2:3][NH:4][C:5]([CH:7]1[CH2:12][CH2:11][N:10]([C:13]2[C:18]([Cl:19])=[CH:17][N:16]=[CH:15][C:14]=2[Cl:20])[CH2:9][CH2:8]1)=[O:6].[CH:21]1([CH:27]=O)[CH2:26][CH2:25][CH2:24][CH2:23][CH2:22]1.[C:29]([BH3-])#[N:30].[Na+]. The catalyst is CO. The product is [CH:21]1([CH2:27][N:30]([CH2:29][CH:21]2[CH2:26][CH2:25][CH2:24][CH2:23][CH2:22]2)[CH2:2][CH2:3][NH:4][C:5]([CH:7]2[CH2:8][CH2:9][N:10]([C:13]3[C:14]([Cl:20])=[CH:15][N:16]=[CH:17][C:18]=3[Cl:19])[CH2:11][CH2:12]2)=[O:6])[CH2:26][CH2:25][CH2:24][CH2:23][CH2:22]1. The yield is 0.870.